Regression. Given a peptide amino acid sequence and an MHC pseudo amino acid sequence, predict their binding affinity value. This is MHC class I binding data. From a dataset of Peptide-MHC class I binding affinity with 185,985 pairs from IEDB/IMGT. (1) The peptide sequence is TVLEFILQK. The MHC is HLA-B18:01 with pseudo-sequence HLA-B18:01. The binding affinity (normalized) is 0.0847. (2) The peptide sequence is RTFDRFFEE. The MHC is SLA-30401 with pseudo-sequence SLA-30401. The binding affinity (normalized) is 0.0847. (3) The peptide sequence is ASYQFQLPY. The MHC is HLA-B44:02 with pseudo-sequence HLA-B44:02. The binding affinity (normalized) is 0.0847. (4) The peptide sequence is TTKDYFSFKK. The MHC is HLA-A31:01 with pseudo-sequence HLA-A31:01. The binding affinity (normalized) is 0.578. (5) The peptide sequence is SFSLESDSIK. The MHC is HLA-B53:01 with pseudo-sequence HLA-B53:01. The binding affinity (normalized) is 0. (6) The peptide sequence is KPKLKVATL. The binding affinity (normalized) is 0.0847. The MHC is HLA-B44:02 with pseudo-sequence HLA-B44:02. (7) The peptide sequence is QEDEEHYL. The MHC is Mamu-A11 with pseudo-sequence Mamu-A11. The binding affinity (normalized) is 0.